From a dataset of Full USPTO retrosynthesis dataset with 1.9M reactions from patents (1976-2016). Predict the reactants needed to synthesize the given product. (1) Given the product [C:1]([O:7][CH2:8][N:9]1[C:13]2[N:14]=[CH:15][N:16]=[C:17]([C:18]3[CH:19]=[N:20][NH:21][CH:22]=3)[C:12]=2[CH:11]=[CH:10]1)(=[O:6])[C:2]([CH3:5])([CH3:4])[CH3:3], predict the reactants needed to synthesize it. The reactants are: [C:1]([O:7][CH2:8][N:9]1[C:13]2[N:14]=[CH:15][N:16]=[C:17]([C:18]3[CH:19]=[N:20][N:21](C(OCC)C)[CH:22]=3)[C:12]=2[CH:11]=[CH:10]1)(=[O:6])[C:2]([CH3:5])([CH3:4])[CH3:3].C1COCC1.[OH-].[Na+]. (2) Given the product [N:11]1([C:15]2[N:16]([C:26]3[CH:31]=[CH:30][CH:29]=[CH:28][CH:27]=3)[C:17]3[C:22]([C:23]=2[CH:24]=[O:25])=[CH:21][CH:20]=[CH:19][CH:18]=3)[CH2:12][CH2:13][CH2:14][NH:8][CH2:9][CH2:10]1, predict the reactants needed to synthesize it. The reactants are: C(OC([N:8]1[CH2:14][CH2:13][CH2:12][N:11]([C:15]2[N:16]([C:26]3[CH:31]=[CH:30][CH:29]=[CH:28][CH:27]=3)[C:17]3[C:22]([C:23]=2[CH:24]=[O:25])=[CH:21][CH:20]=[CH:19][CH:18]=3)[CH2:10][CH2:9]1)=O)(C)(C)C.FC(F)(F)C(O)=O. (3) Given the product [F:1][C:2]1[CH:7]=[CH:6][C:5](/[CH:8]=[CH:9]/[CH2:10][O:11][CH2:18][CH2:19][CH2:20][N:21]2[CH2:25][CH2:24][CH2:23][CH2:22]2)=[CH:4][C:3]=1[O:12][CH3:13], predict the reactants needed to synthesize it. The reactants are: [F:1][C:2]1[CH:7]=[CH:6][C:5]([CH:8]=[CH:9][CH2:10][OH:11])=[CH:4][C:3]=1[O:12][CH3:13].[OH-].[K+].Cl.Cl[CH2:18][CH2:19][CH2:20][N:21]1[CH2:25][CH2:24][CH2:23][CH2:22]1.C([O-])(=O)C([O-])=O. (4) Given the product [CH3:20][C:19]([Si:16]([CH3:18])([CH3:17])[O:15][CH2:14][CH2:13][CH2:12][C:7]1[C:8]2[CH:9]=[CH:10][CH:11]=[C:2]([C:23]#[N:24])[C:3]=2[CH:4]=[CH:5][N:6]=1)([CH3:22])[CH3:21], predict the reactants needed to synthesize it. The reactants are: Br[C:2]1[CH:11]=[CH:10][CH:9]=[C:8]2[C:3]=1[CH:4]=[CH:5][N:6]=[C:7]2[CH2:12][CH2:13][CH2:14][O:15][Si:16]([C:19]([CH3:22])([CH3:21])[CH3:20])([CH3:18])[CH3:17].[CH3:23][N:24](C)C=O.